This data is from Reaction yield outcomes from USPTO patents with 853,638 reactions. The task is: Predict the reaction yield, written as a fraction of the theoretical maximum amount of product (1.0 means a 100% yield; for example, 0.34 means a 34% yield). (1) The reactants are [F:1][C:2]1[C:3]([NH:9][CH2:10][C:11]2[CH:16]=[CH:15][CH:14]=[C:13]([F:17])[CH:12]=2)=[N:4][C:5](F)=[CH:6][CH:7]=1.[CH3:18][O-:19].[Na+]. The catalyst is CO.[Cl-].[Na+].O. The product is [F:1][C:2]1[C:3]([NH:9][CH2:10][C:11]2[CH:16]=[CH:15][CH:14]=[C:13]([F:17])[CH:12]=2)=[N:4][C:5]([O:19][CH3:18])=[CH:6][CH:7]=1. The yield is 0.620. (2) The catalyst is CO.[Pd]. The reactants are C([O:8][N:9]1[C:15](=[O:16])[N:14]2[CH2:17][C@H:10]1[CH2:11][CH2:12][C@H:13]2[C:18]([NH:20][O:21][C@H:22]1[CH2:27][CH2:26][CH2:25][N:24]([C:28]([O:30][C:31]([CH3:34])([CH3:33])[CH3:32])=[O:29])[CH2:23]1)=[O:19])C1C=CC=CC=1.[H][H]. The product is [OH:8][N:9]1[C:15](=[O:16])[N:14]2[CH2:17][C@H:10]1[CH2:11][CH2:12][C@H:13]2[C:18]([NH:20][O:21][C@H:22]1[CH2:27][CH2:26][CH2:25][N:24]([C:28]([O:30][C:31]([CH3:34])([CH3:33])[CH3:32])=[O:29])[CH2:23]1)=[O:19]. The yield is 0.970. (3) The reactants are CC1C=CC(P([C:16]2[CH:21]=[CH:20][C:19]([CH3:22])=[CH:18][CH:17]=2)C2C=CC(C)=CC=2)=CC=1.[CH2:23](N(CCCC)CCCC)[CH2:24]CC.I[C:37]1[CH:62]=[CH:61][C:40]([C:41]([N:43]([CH3:60])[C@:44]([CH3:59])([C:49]([NH:51][O:52][CH:53]2[CH2:58][CH2:57][CH2:56][CH2:55][O:54]2)=[O:50])[C:45]([NH:47][CH3:48])=[O:46])=[O:42])=[CH:39][CH:38]=1.C(C1C=CC(C=O)=CC=1)=C.[NH:73]1[CH2:78][CH2:77][O:76][CH2:75][CH2:74]1.C(O[BH-](OC(=O)C)OC(=O)C)(=O)C.[Na+].C(=O)([O-])O.[Na+]. The catalyst is C([O-])(=O)C.[Pd+2].C([O-])(=O)C.C(Cl)(Cl)Cl.C(O)(=O)C.CN(C=O)C. The product is [CH3:48][NH:47][C:45](=[O:46])[C@:44]([CH3:59])([N:43]([CH3:60])[C:41]([C:40]1[CH:61]=[CH:62][C:37](/[CH:23]=[CH:24]/[C:16]2[CH:17]=[CH:18][C:19]([CH2:22][N:73]3[CH2:78][CH2:77][O:76][CH2:75][CH2:74]3)=[CH:20][CH:21]=2)=[CH:38][CH:39]=1)=[O:42])[C:49]([NH:51][O:52][CH:53]1[CH2:58][CH2:57][CH2:56][CH2:55][O:54]1)=[O:50]. The yield is 0.310. (4) The reactants are [NH2:1][C:2]1[CH:10]=[CH:9][CH:8]=[C:7]2[C:3]=1[CH2:4][O:5][C:6]2=[O:11].[CH:12](=O)[C:13]1[CH:18]=[CH:17][N:16]=[CH:15][CH:14]=1.S([O-])([O-])(=O)=O.[Na+].[Na+]. The catalyst is C(O)C. The product is [N:16]1[CH:17]=[CH:18][C:13](/[CH:12]=[N:1]/[C:2]2[CH:10]=[CH:9][CH:8]=[C:7]3[C:3]=2[CH2:4][O:5][C:6]3=[O:11])=[CH:14][CH:15]=1. The yield is 0.770. (5) The reactants are [C:1]12([CH:11]([OH:44])[CH2:12][N:13]3[C:18](=[O:19])[C:17]([CH2:20][C:21]4[CH:26]=[CH:25][C:24]([C:27]5[CH:32]=[CH:31][CH:30]=[CH:29][C:28]=5[C:33]5[NH:37][C:36](=[O:38])[O:35][N:34]=5)=[CH:23][CH:22]=4)=[C:16]([CH2:39][CH2:40][CH2:41][CH3:42])[N:15]=[C:14]3[CH3:43])[CH2:10][CH:5]3[CH2:6][CH:7]([CH2:9][CH:3]([CH2:4]3)[CH2:2]1)[CH2:8]2.CC(OI1(OC(C)=O)(OC(C)=O)OC(=O)C2C1=CC=CC=2)=O.C(=O)([O-])O.[Na+].S([O-])([O-])(=O)=S.[Na+].[Na+]. The catalyst is C(Cl)Cl. The product is [C:1]12([C:11](=[O:44])[CH2:12][N:13]3[C:18](=[O:19])[C:17]([CH2:20][C:21]4[CH:26]=[CH:25][C:24]([C:27]5[CH:32]=[CH:31][CH:30]=[CH:29][C:28]=5[C:33]5[NH:37][C:36](=[O:38])[O:35][N:34]=5)=[CH:23][CH:22]=4)=[C:16]([CH2:39][CH2:40][CH2:41][CH3:42])[N:15]=[C:14]3[CH3:43])[CH2:10][CH:5]3[CH2:4][CH:3]([CH2:9][CH:7]([CH2:6]3)[CH2:8]1)[CH2:2]2. The yield is 0.730. (6) The reactants are [Br:1][C:2]1[CH:7]=[CH:6][C:5]([NH:8][C:9](=[O:11])[CH3:10])=[CH:4][CH:3]=1.[N+:12]([O-])([OH:14])=[O:13].OS(O)(=O)=O. No catalyst specified. The product is [Br:1][C:2]1[CH:3]=[CH:4][C:5]([NH:8][C:9](=[O:11])[CH3:10])=[C:6]([N+:12]([O-:14])=[O:13])[CH:7]=1. The yield is 0.950. (7) The reactants are [Cl:1][C:2]1[CH:7]=[CH:6][CH:5]=[CH:4][C:3]=1[N:8]1[C:12]([C:13]2[S:14][C:15]([C:18]3[CH:23]=[CH:22][CH:21]=[C:20]([S:24]([CH3:27])(=[O:26])=[O:25])[CH:19]=3)=[N:16][N:17]=2)=[CH:11][C:10]([C:28]([O:30]C)=[O:29])=[N:9]1.[OH-].[Li+]. The catalyst is C1COCC1.O. The product is [Cl:1][C:2]1[CH:7]=[CH:6][CH:5]=[CH:4][C:3]=1[N:8]1[C:12]([C:13]2[S:14][C:15]([C:18]3[CH:23]=[CH:22][CH:21]=[C:20]([S:24]([CH3:27])(=[O:26])=[O:25])[CH:19]=3)=[N:16][N:17]=2)=[CH:11][C:10]([C:28]([OH:30])=[O:29])=[N:9]1. The yield is 0.690. (8) The reactants are [C:1]([C:5]1[CH:22]=[CH:21][CH:20]=[CH:19][C:6]=1[O:7][CH:8]1[CH2:11][N:10]([C:12](=[O:18])[CH2:13][CH2:14][C:15](O)=[O:16])[CH2:9]1)([CH3:4])([CH3:3])[CH3:2].[CH3:23][S:24]([NH2:27])(=[O:26])=[O:25].C(N(CC)CC)C.CC1C=CC=C([N+]([O-])=O)C=1C(OC(=O)C1C([N+]([O-])=O)=CC=CC=1C)=O. The catalyst is C(#N)C.CN(C)C1C=CN=CC=1. The product is [C:1]([C:5]1[CH:22]=[CH:21][CH:20]=[CH:19][C:6]=1[O:7][CH:8]1[CH2:11][N:10]([C:12](=[O:18])[CH2:13][CH2:14][C:15]([NH:27][S:24]([CH3:23])(=[O:26])=[O:25])=[O:16])[CH2:9]1)([CH3:4])([CH3:3])[CH3:2]. The yield is 0.820. (9) The reactants are [CH3:1][S:2]([C:5]1[CH:23]=[CH:22][C:8]([CH:9]=[C:10]2[C:19]3[C:14](=[CH:15][CH:16]=[CH:17][CH:18]=3)[CH2:13][CH2:12]/[C:11]/2=[N:20]\[OH:21])=[CH:7][CH:6]=1)(=[O:4])=[O:3].[CH2:24](I)C.C(=O)([O-])[O-].[K+].[K+].CN(C)C=O. The catalyst is ClCCl.O. The product is [CH3:24][O:21]/[N:20]=[C:11]1/[C:10](=[CH:9][C:8]2[CH:7]=[CH:6][C:5]([S:2]([CH3:1])(=[O:4])=[O:3])=[CH:23][CH:22]=2)[C:19]2[C:14]([CH2:13][CH2:12]/1)=[CH:15][CH:16]=[CH:17][CH:18]=2. The yield is 0.780.